Task: Predict which catalyst facilitates the given reaction.. Dataset: Catalyst prediction with 721,799 reactions and 888 catalyst types from USPTO (1) Reactant: [NH:1]1[CH:5]=[C:4](B(O)O)[CH:3]=[N:2]1.Br[C:10]1[CH:11]=[C:12]([CH:14]=[CH:15][CH:16]=1)[NH2:13].[O-]P([O-])([O-])=O.[K+].[K+].[K+].C1(P(C2CCCCC2)C2CCCCC2)CCCCC1. Product: [NH:1]1[CH:5]=[C:4]([C:10]2[CH:11]=[C:12]([NH2:13])[CH:14]=[CH:15][CH:16]=2)[CH:3]=[N:2]1. The catalyst class is: 62. (2) Reactant: [H-].C([Al+]CC(C)C)C(C)C.[Li+].[H-].[CH:13]([OH:16])([CH3:15])[CH3:14].[CH3:17][CH2:18][CH2:19][CH2:20][CH2:21][CH3:22]. Product: [CH2:19]([C@@H:20]1[CH2:21][CH2:22][CH2:15][C@H:13]([OH:16])[CH2:14]1)[CH:18]=[CH2:17]. The catalyst class is: 27. (3) Reactant: [CH2:1]([O:3][C:4]([C:6]1[CH:10]=[C:9]([C:11](=O)/[CH:12]=[CH:13]/N(C)C)[NH:8][CH:7]=1)=[O:5])[CH3:2].Cl.[NH2:19][C:20]([NH2:22])=[NH:21].CC[O-].[Na+]. Product: [CH2:1]([O:3][C:4]([C:6]1[CH:10]=[C:9]([C:11]2[CH:12]=[CH:13][N:19]=[C:20]([NH2:22])[N:21]=2)[NH:8][CH:7]=1)=[O:5])[CH3:2]. The catalyst class is: 40. (4) Reactant: [Cl:1][C:2]1[C:14]2[C:13]3[CH:12]=[CH:11][CH:10]=[CH:9][C:8]=3[NH:7][C:6]=2[C:5]([C:15]([O:17]C)=O)=[CH:4][N:3]=1.[Li][NH2:20]. Product: [Cl:1][C:2]1[C:14]2[C:13]3[CH:12]=[CH:11][CH:10]=[CH:9][C:8]=3[NH:7][C:6]=2[C:5]([C:15]([NH2:20])=[O:17])=[CH:4][N:3]=1. The catalyst class is: 1. (5) Reactant: C(OC(=O)[NH:7][C@@H:8]([CH2:25][C@H:26]([CH2:30][C:31]1[CH:36]=[CH:35][C:34]([CH3:37])=[C:33]([O:38][CH2:39][CH2:40][CH2:41][O:42][CH3:43])[CH:32]=1)[CH:27]([CH3:29])[CH3:28])[C@@H:9]([OH:24])[CH2:10][C@H:11]([C:15](=[O:23])[NH:16][CH:17]1[CH2:22][CH2:21][O:20][CH2:19][CH2:18]1)[CH:12]([CH3:14])[CH3:13])(C)(C)C.Cl. Product: [O:20]1[CH2:21][CH2:22][CH:17]([NH:16][C:15](=[O:23])[C@H:11]([CH:12]([CH3:14])[CH3:13])[CH2:10][C@H:9]([OH:24])[C@@H:8]([NH2:7])[CH2:25][C@H:26]([CH2:30][C:31]2[CH:36]=[CH:35][C:34]([CH3:37])=[C:33]([O:38][CH2:39][CH2:40][CH2:41][O:42][CH3:43])[CH:32]=2)[CH:27]([CH3:28])[CH3:29])[CH2:18][CH2:19]1. The catalyst class is: 12. (6) Reactant: [CH3:1][C:2]1([C:5]2[CH:10]=[CH:9][CH:8]=[CH:7][C:6]=2[OH:11])[CH2:4][CH2:3]1.[CH2:12]=[O:13].[Mg+2].[Cl-].[Cl-]. Product: [OH:11][C:6]1[C:5]([C:2]2([CH3:1])[CH2:4][CH2:3]2)=[CH:10][CH:9]=[CH:8][C:7]=1[CH:12]=[O:13]. The catalyst class is: 23.